The task is: Predict which catalyst facilitates the given reaction.. This data is from Catalyst prediction with 721,799 reactions and 888 catalyst types from USPTO. (1) Reactant: [F:1][C:2]1[CH:7]=[CH:6][C:5]([C:8]2[O:9][C:10]([CH2:18][C:19]([O:21]CC)=[O:20])=[C:11]([C:13]3[S:14][CH:15]=[CH:16][CH:17]=3)[N:12]=2)=[CH:4][CH:3]=1.[OH-].[Na+:25].Cl. Product: [F:1][C:2]1[CH:7]=[CH:6][C:5]([C:8]2[O:9][C:10]([CH2:18][C:19]([O-:21])=[O:20])=[C:11]([C:13]3[S:14][CH:15]=[CH:16][CH:17]=3)[N:12]=2)=[CH:4][CH:3]=1.[Na+:25]. The catalyst class is: 214. (2) Reactant: [Br:1][C:2]1[CH:3]=[CH:4][C:5]2[C:13](=[O:14])[C:12](=[O:15])[C:11]3[NH:10][C:9]([CH3:16])=[C:8]([C:17]([O:19][CH2:20][CH3:21])=[O:18])[C:7]=3[C:6]=2[CH:22]=1.Br[CH2:24][C:25]([O:27][C:28]([CH3:31])([CH3:30])[CH3:29])=[O:26].C([O-])([O-])=O.[K+].[K+]. Product: [Br:1][C:2]1[CH:3]=[CH:4][C:5]2[C:13](=[O:14])[C:12](=[O:15])[C:11]3[N:10]([CH2:24][C:25]([O:27][C:28]([CH3:31])([CH3:30])[CH3:29])=[O:26])[C:9]([CH3:16])=[C:8]([C:17]([O:19][CH2:20][CH3:21])=[O:18])[C:7]=3[C:6]=2[CH:22]=1. The catalyst class is: 3.